This data is from TCR-epitope binding with 47,182 pairs between 192 epitopes and 23,139 TCRs. The task is: Binary Classification. Given a T-cell receptor sequence (or CDR3 region) and an epitope sequence, predict whether binding occurs between them. (1) The epitope is LQPFPQPELPYPQPQ. The TCR CDR3 sequence is CASSPFGGGYNEQFF. Result: 0 (the TCR does not bind to the epitope). (2) The TCR CDR3 sequence is CASSPPGGIGWLFF. Result: 0 (the TCR does not bind to the epitope). The epitope is QARQMVQAMRTIGTHP. (3) Result: 0 (the TCR does not bind to the epitope). The epitope is NLNESLIDL. The TCR CDR3 sequence is CASSLAEHSYNEQFF. (4) The epitope is FADDLNQLTGY. The TCR CDR3 sequence is CASSQDDYPTLESNRTSSTRGYF. Result: 0 (the TCR does not bind to the epitope). (5) The epitope is FQPTNGVGY. The TCR CDR3 sequence is CASSLAGGGSGANVLTF. Result: 0 (the TCR does not bind to the epitope). (6) The epitope is IQYIDIGNY. The TCR CDR3 sequence is CASSLSKDRSYNEQFF. Result: 0 (the TCR does not bind to the epitope). (7) The epitope is RLDKVEAEV. The TCR CDR3 sequence is CASSLGLNTIYF. Result: 0 (the TCR does not bind to the epitope). (8) The epitope is GTSGSPIINR. The TCR CDR3 sequence is CATSDHGGYGYTF. Result: 0 (the TCR does not bind to the epitope). (9) The epitope is LPAADLDDF. The TCR CDR3 sequence is CAISEGTVGFDEQYF. Result: 0 (the TCR does not bind to the epitope).